This data is from Catalyst prediction with 721,799 reactions and 888 catalyst types from USPTO. The task is: Predict which catalyst facilitates the given reaction. (1) Reactant: Cl[C:2]1[CH:7]=[CH:6][N:5]=[C:4]([CH2:8][CH3:9])[C:3]=1[C:10]#[C:11][C:12]1[CH:13]=[CH:14][C:15]([NH2:18])=[N:16][CH:17]=1.[CH3:19][O:20][C:21]1[CH:22]=[C:23](B(O)O)[CH:24]=[CH:25][C:26]=1[C:27]([O:29][CH3:30])=[O:28].CC(C1C=C(C(C)C)C(C2C=CC=CC=2P(C2CCCCC2)C2CCCCC2)=C(C(C)C)C=1)C.[O-]P([O-])([O-])=O.[K+].[K+].[K+]. Product: [CH3:30][O:29][C:27](=[O:28])[C:26]1[CH:25]=[CH:24][C:23]([C:2]2[CH:7]=[CH:6][N:5]=[C:4]([CH2:8][CH3:9])[C:3]=2[C:10]#[C:11][C:12]2[CH:17]=[N:16][C:15]([NH2:18])=[CH:14][CH:13]=2)=[CH:22][C:21]=1[O:20][CH3:19]. The catalyst class is: 62. (2) Reactant: Br[C:2]1[CH:7]=[CH:6][C:5]([N:8]2[C:12]([C:13]3[CH:18]=[CH:17][CH:16]=[CH:15][C:14]=3[Cl:19])=[CH:11][C:10]([C:20]([OH:29])([C:25]([F:28])([F:27])[F:26])[C:21]([F:24])([F:23])[F:22])=[N:9]2)=[CH:4][CH:3]=1.[CH3:30][S:31]([C:34]1[CH:35]=[C:36](B(O)O)[CH:37]=[CH:38][CH:39]=1)(=[O:33])=[O:32].C([O-])([O-])=O.[K+].[K+].O. Product: [Cl:19][C:14]1[CH:15]=[CH:16][CH:17]=[CH:18][C:13]=1[C:12]1[N:8]([C:5]2[CH:4]=[CH:3][C:2]([C:38]3[CH:37]=[CH:36][CH:35]=[C:34]([S:31]([CH3:30])(=[O:33])=[O:32])[CH:39]=3)=[CH:7][CH:6]=2)[N:9]=[C:10]([C:20]([OH:29])([C:21]([F:22])([F:24])[F:23])[C:25]([F:26])([F:27])[F:28])[CH:11]=1. The catalyst class is: 12. (3) Reactant: [C:1]([C:4]1[CH:5]=[CH:6][C:7]([CH3:27])=[C:8]([C:10]2[N:15]=[C:14]3[N:16]([CH3:26])[C:17](=[O:25])[N:18]([CH2:19][C@H:20]4[CH2:22][C:21]4([F:24])[F:23])[C:13]3=[CH:12][CH:11]=2)[CH:9]=1)(=[O:3])[CH3:2].[F-].[Cs+].C[Si](C)(C)[C:32]([F:35])([F:34])[F:33]. Product: [F:24][C:21]1([F:23])[CH2:22][CH:20]1[CH2:19][N:18]1[C:13]2[C:14](=[N:15][C:10]([C:8]3[CH:9]=[C:4]([C:1]([OH:3])([CH3:2])[C:32]([F:35])([F:34])[F:33])[CH:5]=[CH:6][C:7]=3[CH3:27])=[CH:11][CH:12]=2)[N:16]([CH3:26])[C:17]1=[O:25]. The catalyst class is: 121. (4) Reactant: [Cl:1][C:2]1[N:7]2[N:8]=[C:9]([C:26]3[CH:31]=[CH:30][C:29]([F:32])=[CH:28][CH:27]=3)[C:10]([C:11]3[N:16]=[C:15]([NH:17][CH:18]4[CH2:22][CH2:21][CH2:20][CH2:19]4)[N:14]=[C:13]([C:23]([OH:25])=[O:24])[CH:12]=3)=[C:6]2[CH:5]=[CH:4][CH:3]=1.[CH3:33][Si](C=[N+]=[N-])(C)C. Product: [Cl:1][C:2]1[N:7]2[N:8]=[C:9]([C:26]3[CH:31]=[CH:30][C:29]([F:32])=[CH:28][CH:27]=3)[C:10]([C:11]3[N:16]=[C:15]([NH:17][CH:18]4[CH2:22][CH2:21][CH2:20][CH2:19]4)[N:14]=[C:13]([C:23]([O:25][CH3:33])=[O:24])[CH:12]=3)=[C:6]2[CH:5]=[CH:4][CH:3]=1. The catalyst class is: 5. (5) Reactant: [F:1][C:2]1[CH:10]=[C:9]([F:11])[CH:8]=[CH:7][C:3]=1[C:4](Cl)=[O:5].[CH3:12][NH2:13]. Product: [F:1][C:2]1[CH:10]=[C:9]([F:11])[CH:8]=[CH:7][C:3]=1[C:4]([NH:13][CH3:12])=[O:5]. The catalyst class is: 7. (6) Reactant: C([O:4][C:5]([C:7]1([CH2:13][CH:14]([CH2:17][CH3:18])[CH2:15][CH3:16])[CH2:12][CH2:11][CH2:10][CH2:9][CH2:8]1)=[O:6])CC.CC([O-])(C)C.[K+].O.OS(O)(=O)=O. Product: [CH2:17]([CH:14]([CH2:15][CH3:16])[CH2:13][C:7]1([C:5]([OH:6])=[O:4])[CH2:8][CH2:9][CH2:10][CH2:11][CH2:12]1)[CH3:18]. The catalyst class is: 1. (7) The catalyst class is: 40. Product: [NH2:3][C:8]1[CH:12]=[CH:11][N:10]([CH2:13][CH2:14][O:15][C:16]2[CH:21]=[CH:20][C:19]([NH:22][C:23]([C:25]3[C:26]([C:31]4[CH:32]=[CH:33][C:34]([C:37]([F:39])([F:38])[F:40])=[CH:35][CH:36]=4)=[CH:27][CH:28]=[CH:29][CH:30]=3)=[O:24])=[CH:18][CH:17]=2)[N:9]=1. Reactant: CC1[N:3]([C:8]2[CH:12]=[CH:11][N:10]([CH2:13][CH2:14][O:15][C:16]3[CH:21]=[CH:20][C:19]([NH:22][C:23]([C:25]4[C:26]([C:31]5[CH:36]=[CH:35][C:34]([C:37]([F:40])([F:39])[F:38])=[CH:33][CH:32]=5)=[CH:27][CH:28]=[CH:29][CH:30]=4)=[O:24])=[CH:18][CH:17]=3)[N:9]=2)C(C)=CC=1.Cl.NO.C(N(CC)CC)C.